From a dataset of Forward reaction prediction with 1.9M reactions from USPTO patents (1976-2016). Predict the product of the given reaction. Given the reactants [F:1][C:2]1[CH:7]=[CH:6][C:5]([CH3:8])=[CH:4][C:3]=1[C:9]1[CH:14]=[C:13]([NH:15][C:16]2[CH:21]=[CH:20][N:19]=[C:18]3[CH:22]=[N:23][N:24]([CH:25]4[CH2:30][CH2:29][NH:28][CH2:27][CH2:26]4)[C:17]=23)[CH:12]=[CH:11][N:10]=1.C(N(CC)CC)C.[S:38](Cl)([CH3:41])(=[O:40])=[O:39], predict the reaction product. The product is: [F:1][C:2]1[CH:7]=[CH:6][C:5]([CH3:8])=[CH:4][C:3]=1[C:9]1[CH:14]=[C:13]([NH:15][C:16]2[CH:21]=[CH:20][N:19]=[C:18]3[CH:22]=[N:23][N:24]([CH:25]4[CH2:26][CH2:27][N:28]([S:38]([CH3:41])(=[O:40])=[O:39])[CH2:29][CH2:30]4)[C:17]=23)[CH:12]=[CH:11][N:10]=1.